Dataset: Full USPTO retrosynthesis dataset with 1.9M reactions from patents (1976-2016). Task: Predict the reactants needed to synthesize the given product. (1) Given the product [S:35]1[C:31]([C:12]2[C:13]3[C:14](=[N:15][CH:16]=[C:17]([NH:19][C:20]([C:22]4[CH:30]=[CH:29][CH:28]=[CH:27][C:23]=4[C:24]([OH:26])=[O:25])=[O:21])[CH:18]=3)[NH:10][CH:11]=2)=[CH:32][N:33]=[CH:34]1, predict the reactants needed to synthesize it. The reactants are: C1(S([N:10]2[C:14]3=[N:15][CH:16]=[C:17]([NH:19][C:20]([C:22]4[CH:30]=[CH:29][CH:28]=[CH:27][C:23]=4[C:24]([OH:26])=[O:25])=[O:21])[CH:18]=[C:13]3[C:12]([C:31]3[S:35][CH:34]=[N:33][CH:32]=3)=[CH:11]2)(=O)=O)C=CC=CC=1.[OH-].[Na+].C(O)(=O)C. (2) Given the product [CH2:22]([O:21][CH:4]([O:3][CH2:1][CH3:2])[C:5]1[O:13][C:12]2[C:11]([C:14]3[CH:19]=[CH:18][CH:17]=[C:16]([O:20][CH:25]([CH3:27])[CH3:26])[CH:15]=3)=[CH:10][N:9]=[CH:8][C:7]=2[CH:6]=1)[CH3:23], predict the reactants needed to synthesize it. The reactants are: [CH2:1]([O:3][CH:4]([O:21][CH2:22][CH3:23])[C:5]1[O:13][C:12]2[C:11]([C:14]3[CH:15]=[C:16]([OH:20])[CH:17]=[CH:18][CH:19]=3)=[CH:10][N:9]=[CH:8][C:7]=2[CH:6]=1)[CH3:2].I[CH:25]([CH3:27])[CH3:26].C(=O)([O-])[O-].[K+].[K+]. (3) Given the product [Cl:16][C:11]1[CH:12]=[CH:13][CH:14]=[CH:15][C:10]=1/[CH:9]=[CH:23]/[C:22]1[CH:25]=[C:18]([Cl:17])[CH:19]=[CH:20][C:21]=1[OH:26], predict the reactants needed to synthesize it. The reactants are: C(OP([CH2:9][C:10]1[CH:15]=[CH:14][CH:13]=[CH:12][C:11]=1[Cl:16])(=O)OCC)C.[Cl:17][C:18]1[CH:25]=[C:22]([CH:23]=O)[C:21]([OH:26])=[CH:20][CH:19]=1.CC(C)([O-])C.[K+].CC(C)([O-])C. (4) The reactants are: C([N:8]1[CH2:13][CH2:12][CH2:11][C:10]([C:15]2[CH:20]=[CH:19][CH:18]=[CH:17][CH:16]=2)([OH:14])[CH2:9]1)(OC(C)(C)C)=O.O.C1(C)C=CC(S(O)(=O)=O)=CC=1.[OH-].[K+]. Given the product [C:15]1([C:10]2([OH:14])[CH2:11][CH2:12][CH2:13][NH:8][CH2:9]2)[CH:16]=[CH:17][CH:18]=[CH:19][CH:20]=1, predict the reactants needed to synthesize it. (5) Given the product [Cl:1][C:2]1[CH:7]=[CH:6][C:5]([CH:8]([CH3:24])[CH2:9][S:10]([NH:13][C:14]2[CH:19]=[CH:18][CH:17]=[CH:16][C:15]=2[S:20]([NH2:23])(=[O:22])=[O:21])(=[O:11])=[O:12])=[CH:4][CH:3]=1, predict the reactants needed to synthesize it. The reactants are: [Cl:1][C:2]1[CH:7]=[CH:6][C:5](/[C:8](/[CH3:24])=[CH:9]/[S:10]([NH:13][C:14]2[CH:19]=[CH:18][CH:17]=[CH:16][C:15]=2[S:20]([NH2:23])(=[O:22])=[O:21])(=[O:12])=[O:11])=[CH:4][CH:3]=1.ClC1C=CC(C(=C)CS(NC2C=CC=CC=2S(N)(=O)=O)(=O)=O)=CC=1. (6) Given the product [CH:1]1([N:4]2[CH2:5][C:6]3[C:7](=[CH:9][CH:10]=[CH:11][C:12]=3[F:13])[NH:8][C:19]2=[O:20])[CH2:2][CH2:3]1, predict the reactants needed to synthesize it. The reactants are: [CH:1]1([NH:4][CH2:5][C:6]2[C:12]([F:13])=[CH:11][CH:10]=[CH:9][C:7]=2[NH2:8])[CH2:3][CH2:2]1.C1N=CN([C:19](N2C=NC=C2)=[O:20])C=1.